This data is from Reaction yield outcomes from USPTO patents with 853,638 reactions. The task is: Predict the reaction yield, written as a fraction of the theoretical maximum amount of product (1.0 means a 100% yield; for example, 0.34 means a 34% yield). (1) The reactants are [F:1][C:2]1[CH:7]=[CH:6][C:5]([CH:8]2[CH2:12][CH2:11][CH2:10][C:9]2=[O:13])=[CH:4][CH:3]=1.[C:14](Cl)([N:16]=[C:17]=[O:18])=[O:15]. The catalyst is C(OCC)(=O)C. The product is [F:1][C:2]1[CH:3]=[CH:4][C:5]([CH:8]2[C:9]3[O:13][C:17](=[O:18])[NH:16][C:14](=[O:15])[C:10]=3[CH2:11][CH2:12]2)=[CH:6][CH:7]=1. The yield is 0.525. (2) The reactants are [F:1][C:2]1[CH:7]=[CH:6][CH:5]=[CH:4][C:3]=1[CH2:8][O:9][C:10]1[CH:15]=[CH:14][C:13]([C@@H:16]2[N:20]([C:21]([O:23][C:24]([CH3:27])([CH3:26])[CH3:25])=[O:22])[C@H:19]([C:28]([O:30][CH3:31])=[O:29])[CH2:18][CH2:17]2)=[CH:12][CH:11]=1.[Li+].C[Si]([N-][Si](C)(C)C)(C)C.[Br:42][CH2:43]/[CH:44]=[CH:45]\[CH2:46]Br. The catalyst is C1COCC1. The product is [Br:42][CH2:43]/[CH:44]=[CH:45]\[CH2:46][C@@:19]1([C:28]([O:30][CH3:31])=[O:29])[CH2:18][CH2:17][C@H:16]([C:13]2[CH:12]=[CH:11][C:10]([O:9][CH2:8][C:3]3[CH:4]=[CH:5][CH:6]=[CH:7][C:2]=3[F:1])=[CH:15][CH:14]=2)[N:20]1[C:21]([O:23][C:24]([CH3:26])([CH3:27])[CH3:25])=[O:22]. The yield is 0.380. (3) The reactants are [C:1]([OH:4])(=[O:3])[CH3:2].C(C1C=CC(C2C=CC(O)=C(C3NC4C=CC(C(N)=N)=CC=4N=3)C=2)=CC=1)(=N)N.O[NH:34][C:35]([C:37]1[CH:62]=[CH:61][C:40]2[NH:41][C:42]([C:44]3[CH:45]=[C:46]([C:51]4[CH:56]=[CH:55][CH:54]=[C:53]([C:57](=[NH:60])[NH:58]O)[CH:52]=4)[CH:47]=[CH:48][C:49]=3[OH:50])=[N:43][C:39]=2[CH:38]=1)=[NH:36]. No catalyst specified. The product is [C:1]([OH:4])(=[O:3])[CH3:2].[C:57]([C:53]1[CH:52]=[C:51]([C:46]2[CH:47]=[CH:48][C:49]([OH:50])=[C:44]([C:42]3[NH:41][C:40]4[CH:61]=[CH:62][C:37]([C:35]([NH2:36])=[NH:34])=[CH:38][C:39]=4[N:43]=3)[CH:45]=2)[CH:56]=[CH:55][CH:54]=1)(=[NH:58])[NH2:60]. The yield is 0.800. (4) The reactants are [NH2:1][C:2]1[CH:10]=[CH:9][CH:8]=[C:7]2[C:3]=1[CH2:4][N:5]([CH:12]([CH2:18][C:19]([O:21]C)=[O:20])[CH2:13][C:14]([O:16]C)=[O:15])[C:6]2=[O:11].O1CCCC1. The catalyst is C(=O)([O-])[O-].[K+].[K+]. The product is [NH2:1][C:2]1[CH:10]=[CH:9][CH:8]=[C:7]2[C:3]=1[CH2:4][N:5]([CH:12]([CH2:13][C:14]([OH:16])=[O:15])[CH2:18][C:19]([OH:21])=[O:20])[C:6]2=[O:11]. The yield is 0.810. (5) The reactants are [OH:1][C:2]1([C:9]2[S:13][C:12]([CH:14]([CH3:16])[CH3:15])=[N:11][CH:10]=2)[CH2:7][CH2:6][C:5](=O)[CH2:4][CH2:3]1.[O:17]=[C:18]([NH:33][CH2:34][C:35](=O)[NH:36][C@@H:37]1[CH2:41]CNC1)[CH2:19][NH:20][C:21](=[O:32])[C:22]1[CH:27]=[CH:26][CH:25]=[C:24]([C:28]([F:31])([F:30])[F:29])[CH:23]=1. The catalyst is C(Cl)Cl.[OH-].[OH-].[Pd+2]. The product is [OH:1][C:2]1([C:9]2[S:13][C:12]([CH:14]([CH3:16])[CH3:15])=[N:11][CH:10]=2)[CH2:7][CH2:6][CH:5]([N:36]2[CH2:37][CH2:41][C@@H:34]([NH:33][C:18](=[O:17])[CH2:19][NH:20][C:21](=[O:32])[C:22]3[CH:27]=[CH:26][CH:25]=[C:24]([C:28]([F:31])([F:30])[F:29])[CH:23]=3)[CH2:35]2)[CH2:4][CH2:3]1. The yield is 0.620. (6) The reactants are CO[C:3](=[O:25])[C:4]1[CH:9]=[CH:8][C:7]([NH:10][CH2:11][C:12]2[C:13]([C:18]3[CH:23]=[CH:22][C:21]([F:24])=[CH:20][CH:19]=3)=[N:14][O:15][C:16]=2[CH3:17])=[N:6][CH:5]=1.[NH2:26][CH:27]1[CH2:32][CH2:31][O:30][CH2:29][CH2:28]1. No catalyst specified. The product is [F:24][C:21]1[CH:22]=[CH:23][C:18]([C:13]2[C:12]([CH2:11][NH:10][C:7]3[CH:8]=[CH:9][C:4]([C:3]([NH:26][CH:27]4[CH2:32][CH2:31][O:30][CH2:29][CH2:28]4)=[O:25])=[CH:5][N:6]=3)=[C:16]([CH3:17])[O:15][N:14]=2)=[CH:19][CH:20]=1. The yield is 0.820. (7) The reactants are C[O:2][C:3]([C:5]1[NH:6][CH:7]=[C:8]([F:10])[CH:9]=1)=[O:4].[OH-].[Na+]. The catalyst is O1CCOCC1.O. The product is [F:10][C:8]1[CH:9]=[C:5]([C:3]([OH:4])=[O:2])[NH:6][CH:7]=1. The yield is 0.970. (8) The catalyst is C1COCC1. The product is [C:1]([Si:5]([CH3:35])([CH3:34])[O:6][CH:7]([C:30]([CH3:33])([CH3:32])[CH3:31])[CH2:8][CH2:9][C:10]1[CH:15]=[CH:14][C:13]([C:16]([C:21]2[CH:26]=[CH:25][C:24]([O:27][CH2:56][C@@H:57]3[O:62][C:61](=[O:63])[CH2:60][CH2:59][CH2:58]3)=[C:23]([CH3:28])[CH:22]=2)([CH2:17][CH3:18])[CH2:19][CH3:20])=[CH:12][C:11]=1[CH3:29])([CH3:3])([CH3:2])[CH3:4]. The yield is 0.274. The reactants are [C:1]([Si:5]([CH3:35])([CH3:34])[O:6][CH:7]([C:30]([CH3:33])([CH3:32])[CH3:31])[CH2:8][CH2:9][C:10]1[CH:15]=[CH:14][C:13]([C:16]([C:21]2[CH:26]=[CH:25][C:24]([OH:27])=[C:23]([CH3:28])[CH:22]=2)([CH2:19][CH3:20])[CH2:17][CH3:18])=[CH:12][C:11]=1[CH3:29])([CH3:4])([CH3:3])[CH3:2].C1C=CC(P(C2C=CC=CC=2)C2C=CC=CC=2)=CC=1.O[CH2:56][C@@H:57]1[O:62][C:61](=[O:63])[CH2:60][CH2:59][CH2:58]1.CCOC(/N=N/C(OCC)=O)=O.